Dataset: Forward reaction prediction with 1.9M reactions from USPTO patents (1976-2016). Task: Predict the product of the given reaction. (1) Given the reactants [Br-].[C:2]1(C([PH3+])(C2C=CC=CC=2)C2C=CC=CC=2)C=CC=CC=1.C([Li])CCC.[F:27][C:28]([F:42])([F:41])[C:29]1[CH:40]=[CH:39][C:32]2[CH:33](O)[O:34][CH:35]([CH:36]=[CH2:37])[C:31]=2[CH:30]=1, predict the reaction product. The product is: [F:27][C:28]([F:42])([F:41])[C:29]1[CH:40]=[CH:39][C:32]([CH:33]=[CH2:2])=[C:31]([CH:35]([OH:34])[CH:36]=[CH2:37])[CH:30]=1. (2) Given the reactants Cl[C:2]1[N:7]=[C:6]([N:8]2[C@@H:12]([CH:13]([CH3:15])[CH3:14])[CH2:11][O:10][C:9]2=[O:16])[CH:5]=[CH:4][N:3]=1.[N:17]1[CH:22]=[C:21]([O:23][C:24]2[CH:29]=[CH:28][C:27]([C@@H:30]([NH2:32])[CH3:31])=[CH:26][CH:25]=2)[CH:20]=[N:19][CH:18]=1.CCN(C(C)C)C(C)C, predict the reaction product. The product is: [CH:13]([C@H:12]1[CH2:11][O:10][C:9](=[O:16])[N:8]1[C:6]1[CH:5]=[CH:4][N:3]=[C:2]([NH:32][C@H:30]([C:27]2[CH:26]=[CH:25][C:24]([O:23][C:21]3[CH:20]=[N:19][CH:18]=[N:17][CH:22]=3)=[CH:29][CH:28]=2)[CH3:31])[N:7]=1)([CH3:15])[CH3:14]. (3) Given the reactants C[O:2][C:3](=[O:18])[CH2:4][CH2:5][CH2:6][CH:7]1[CH2:10][N:9]([C:11]([O:13][C:14]([CH3:17])([CH3:16])[CH3:15])=[O:12])[CH2:8]1.[OH-].[Na+], predict the reaction product. The product is: [C:14]([O:13][C:11]([N:9]1[CH2:8][CH:7]([CH2:6][CH2:5][CH2:4][C:3]([OH:18])=[O:2])[CH2:10]1)=[O:12])([CH3:17])([CH3:15])[CH3:16]. (4) Given the reactants Br[C:2]1[CH:3]=[C:4]2[C:9](=[CH:10][CH:11]=1)[C:8]([CH3:12])=[C:7]([O:13][Si:14]([C:17]([CH3:20])([CH3:19])[CH3:18])([CH3:16])[CH3:15])[CH:6]=[CH:5]2.C([Li])CCC.[CH:26]([C:28]1[N:29]=[CH:30][N:31]([C:33]([C:46]2[CH:51]=[CH:50][CH:49]=[CH:48][CH:47]=2)([C:40]2[CH:45]=[CH:44][CH:43]=[CH:42][CH:41]=2)[C:34]2[CH:39]=[CH:38][CH:37]=[CH:36][CH:35]=2)[CH:32]=1)=[O:27].[Cl-].[NH4+], predict the reaction product. The product is: [Si:14]([O:13][C:7]1[C:8]([CH3:12])=[C:9]2[C:4](=[CH:5][CH:6]=1)[CH:3]=[C:2]([CH:26]([C:28]1[N:29]=[CH:30][N:31]([C:33]([C:34]3[CH:39]=[CH:38][CH:37]=[CH:36][CH:35]=3)([C:40]3[CH:41]=[CH:42][CH:43]=[CH:44][CH:45]=3)[C:46]3[CH:51]=[CH:50][CH:49]=[CH:48][CH:47]=3)[CH:32]=1)[OH:27])[CH:11]=[CH:10]2)([C:17]([CH3:20])([CH3:19])[CH3:18])([CH3:16])[CH3:15]. (5) Given the reactants [NH2:1][C:2]1[CH:3]=[CH:4][C:5]([N+:12]([O-:14])=[O:13])=[C:6]2[C:11]=1[CH:10]=[N:9][CH:8]=[CH:7]2.C(N(CC)CC)C.[F:22][C:23]([F:34])([F:33])[C:24](O[C:24](=[O:25])[C:23]([F:34])([F:33])[F:22])=[O:25], predict the reaction product. The product is: [N+:12]([C:5]1[CH:4]=[CH:3][C:2]([NH:1][C:24](=[O:25])[C:23]([F:34])([F:33])[F:22])=[C:11]2[C:6]=1[CH:7]=[CH:8][N:9]=[CH:10]2)([O-:14])=[O:13]. (6) Given the reactants [S:1]1[CH:5]=[CH:4][CH:3]=[C:2]1[CH:6]=O.[CH3:8][N:9]([CH2:11][C:12]1[C:20]2[O:19][N:18]=[C:17]([CH2:21][CH2:22][CH:23]3[CH2:28][CH2:27][NH:26][CH2:25][CH2:24]3)[C:16]=2[CH:15]=[CH:14][C:13]=1[O:29][CH2:30][CH:31]1[CH2:33][CH2:32]1)[CH3:10], predict the reaction product. The product is: [CH3:8][N:9]([CH2:11][C:12]1[C:20]2[O:19][N:18]=[C:17]([CH2:21][CH2:22][CH:23]3[CH2:28][CH2:27][N:26]([CH2:6][C:2]4[S:1][CH:5]=[CH:4][CH:3]=4)[CH2:25][CH2:24]3)[C:16]=2[CH:15]=[CH:14][C:13]=1[O:29][CH2:30][CH:31]1[CH2:32][CH2:33]1)[CH3:10]. (7) Given the reactants O1CCCCC1[O:7][CH2:8][CH2:9][CH2:10][CH2:11][C:12]#[C:13][C:14]([O:16][C:17]([CH3:20])([CH3:19])[CH3:18])=[O:15].O.C1(C)C=CC(S(O)(=O)=O)=CC=1.C([O-])(O)=O.[Na+], predict the reaction product. The product is: [OH:7][CH2:8][CH2:9][CH2:10][CH2:11][C:12]#[C:13][C:14]([O:16][C:17]([CH3:20])([CH3:19])[CH3:18])=[O:15].